Task: Predict the reactants needed to synthesize the given product.. Dataset: Full USPTO retrosynthesis dataset with 1.9M reactions from patents (1976-2016) Given the product [CH3:27][N:28]([CH2:29][C:30]([O:26][CH:23]1[CH2:22][CH2:21][N:20]([C:17]2[S:16][C:15](/[CH:14]=[C:11](\[C:12]#[N:13])/[C:5]3[CH:6]=[CH:7][C:8]([O:9][CH3:10])=[C:3]([O:2][CH3:1])[CH:4]=3)=[CH:19][CH:18]=2)[CH2:25][CH2:24]1)=[O:31])[CH3:33], predict the reactants needed to synthesize it. The reactants are: [CH3:1][O:2][C:3]1[CH:4]=[C:5](/[C:11](=[CH:14]/[C:15]2[S:16][C:17]([N:20]3[CH2:25][CH2:24][CH:23]([OH:26])[CH2:22][CH2:21]3)=[CH:18][CH:19]=2)/[C:12]#[N:13])[CH:6]=[CH:7][C:8]=1[O:9][CH3:10].[CH3:27][N:28]([CH3:33])[CH2:29][C:30](O)=[O:31].C1(C)C=CC(S(Cl)(=O)=O)=CC=1.